Dataset: Retrosynthesis with 50K atom-mapped reactions and 10 reaction types from USPTO. Task: Predict the reactants needed to synthesize the given product. (1) Given the product COC=Cc1cc(OCc2ccccc2)cc(C(=O)OC)c1, predict the reactants needed to synthesize it. The reactants are: COC(=O)c1cc(C=O)cc(OCc2ccccc2)c1.[Li]CCCC. (2) Given the product Cc1csc2c(NN(C)C)nc(Cl)nc12, predict the reactants needed to synthesize it. The reactants are: CN(C)N.Cc1csc2c(Cl)nc(Cl)nc12.